The task is: Predict the product of the given reaction.. This data is from Forward reaction prediction with 1.9M reactions from USPTO patents (1976-2016). (1) The product is: [F:1][C:2]([F:19])([F:18])[CH2:3][CH2:4][CH:5]([C:7]1[CH:17]=[CH:16][C:10]([C:11]([O:13][CH2:14][CH3:15])=[O:12])=[CH:9][CH:8]=1)[NH:33][C:30]1[CH:31]=[N:32][C:27]([N:25]2[CH:26]=[C:22]([C:21]([F:35])([F:34])[F:20])[CH:23]=[N:24]2)=[CH:28][CH:29]=1. Given the reactants [F:1][C:2]([F:19])([F:18])[CH2:3][CH2:4][C:5]([C:7]1[CH:17]=[CH:16][C:10]([C:11]([O:13][CH2:14][CH3:15])=[O:12])=[CH:9][CH:8]=1)=O.[F:20][C:21]([F:35])([F:34])[C:22]1[CH:23]=[N:24][N:25]([C:27]2[N:32]=[CH:31][C:30]([NH2:33])=[CH:29][CH:28]=2)[CH:26]=1.[B][B][B][B][B][B][B][B][B][B], predict the reaction product. (2) Given the reactants [OH:1][C@@H:2]1[C@H:6]([OH:7])[C@@H:5]([CH2:8][OH:9])[O:4][CH:3]1[N:10]1[CH:18]=[N:17][C:16]2[C:11]1=[N:12][C:13]([N:25]1[CH:29]=[C:28]([C:30]([O:32]CC)=[O:31])[CH:27]=[N:26]1)=[N:14][C:15]=2[NH:19][CH:20]1[CH2:24][CH2:23][CH2:22][CH2:21]1.O, predict the reaction product. The product is: [OH:1][C@@H:2]1[C@H:6]([OH:7])[C@@H:5]([CH2:8][OH:9])[O:4][CH:3]1[N:10]1[CH:18]=[N:17][C:16]2[C:11]1=[N:12][C:13]([N:25]1[CH:29]=[C:28]([C:30]([OH:32])=[O:31])[CH:27]=[N:26]1)=[N:14][C:15]=2[NH:19][CH:20]1[CH2:24][CH2:23][CH2:22][CH2:21]1. (3) Given the reactants C([Si](C)(C)OCC[N:9]1[C:17]2[C:12](=[CH:13][C:14]([CH3:21])=[C:15]([N+:18]([O-])=O)[CH:16]=2)[CH:11]=[N:10]1)(C)(C)C.[Cl-].[NH4+], predict the reaction product. The product is: [CH3:21][C:14]1[CH:13]=[C:12]2[C:17](=[CH:16][C:15]=1[NH2:18])[NH:9][N:10]=[CH:11]2. (4) Given the reactants [Br:1][C:2]1[CH:17]=[CH:16][C:5]2[N:6]=[C:7]([CH2:9][CH:10]3[CH2:15][CH2:14][NH:13][CH2:12][CH2:11]3)[O:8][C:4]=2[CH:3]=1.Cl[C:19]1[N:24]=[CH:23][C:22]([CH2:25][CH2:26][CH3:27])=[CH:21][N:20]=1.C([O-])([O-])=O.[K+].[K+], predict the reaction product. The product is: [Br:1][C:2]1[CH:17]=[CH:16][C:5]2[N:6]=[C:7]([CH2:9][CH:10]3[CH2:11][CH2:12][N:13]([C:19]4[N:24]=[CH:23][C:22]([CH2:25][CH2:26][CH3:27])=[CH:21][N:20]=4)[CH2:14][CH2:15]3)[O:8][C:4]=2[CH:3]=1. (5) Given the reactants [O:1]1[CH2:5][CH2:4][CH2:3][CH:2]1[CH2:6][CH2:7][CH2:8]O.[Cl:10]S(Cl)=O.N#N, predict the reaction product. The product is: [Cl:10][CH2:8][CH2:7][CH2:6][CH:2]1[CH2:3][CH2:4][CH2:5][O:1]1.